This data is from Reaction yield outcomes from USPTO patents with 853,638 reactions. The task is: Predict the reaction yield, written as a fraction of the theoretical maximum amount of product (1.0 means a 100% yield; for example, 0.34 means a 34% yield). (1) The yield is 0.690. The catalyst is C1COCC1. The product is [CH3:1][N:2]1[CH2:3][CH2:4][CH:5]([NH:8][NH:9][C:10]([O:12][C:13]([CH3:16])([CH3:15])[CH3:14])=[O:11])[CH2:6][CH2:7]1. The reactants are [CH3:1][N:2]1[CH2:7][CH2:6][C:5](=[N:8][NH:9][C:10]([O:12][C:13]([CH3:16])([CH3:15])[CH3:14])=[O:11])[CH2:4][CH2:3]1.CC(C[AlH]CC(C)C)C.CO.O. (2) The reactants are [C:1]([O:4][C@H:5]1[C@H:10]([O:11][C:12](=[O:14])[CH3:13])[C@@H:9]([O:15][C:16](=[O:18])[CH3:17])[C@@H:8]([C:19]2[CH:24]=[CH:23][C:22]([Cl:25])=[C:21]([CH2:26][C:27]3[CH:32]=[CH:31][C:30](OS(C(F)(F)F)(=O)=O)=[CH:29][CH:28]=3)[CH:20]=2)[O:7][C@@H:6]1[CH2:41][O:42][C:43](=[O:45])[CH3:44])(=[O:3])[CH3:2].C(N(CC)CC)C.[Si:53]([C:57]#[CH:58])([CH3:56])([CH3:55])[CH3:54]. The catalyst is CN(C=O)C.C(OCC)(=O)C.O.Cl[Pd](Cl)([P](C1C=CC=CC=1)(C1C=CC=CC=1)C1C=CC=CC=1)[P](C1C=CC=CC=1)(C1C=CC=CC=1)C1C=CC=CC=1.[Cu]I. The product is [C:1]([O:4][C@H:5]1[C@H:10]([O:11][C:12](=[O:14])[CH3:13])[C@@H:9]([O:15][C:16](=[O:18])[CH3:17])[C@H:8]([C:19]2[CH:24]=[CH:23][C:22]([Cl:25])=[C:21]([CH2:26][C:27]3[CH:32]=[CH:31][C:30]([C:58]#[C:57][Si:53]([CH3:56])([CH3:55])[CH3:54])=[CH:29][CH:28]=3)[CH:20]=2)[O:7][C@@H:6]1[CH2:41][O:42][C:43](=[O:45])[CH3:44])(=[O:3])[CH3:2]. The yield is 0.760. (3) The reactants are [O:1]1[C:5]2[CH:6]=[CH:7][CH:8]=[CH:9][C:4]=2[CH:3]=[C:2]1[S:10]([NH:13][C:14]1[CH:19]=[C:18]([Cl:20])[CH:17]=[CH:16][C:15]=1[S:21][CH2:22][C:23]1[N:24]=[C:25]([NH:28]C(=O)OC(C)(C)C)[S:26][CH:27]=1)(=[O:12])=[O:11].C(O)(C(F)(F)F)=O. The catalyst is C(Cl)Cl. The product is [NH2:28][C:25]1[S:26][CH:27]=[C:23]([CH2:22][S:21][C:15]2[CH:16]=[CH:17][C:18]([Cl:20])=[CH:19][C:14]=2[NH:13][S:10]([C:2]2[O:1][C:5]3[CH:6]=[CH:7][CH:8]=[CH:9][C:4]=3[CH:3]=2)(=[O:12])=[O:11])[N:24]=1. The yield is 0.880. (4) The product is [F:30][C:31]1[CH:36]=[CH:35][C:34]([C@@H:37]([NH:39][C:12]2[C:9]3[CH2:10][CH2:11][N:5]([C:3](=[O:4])[C:2]([F:29])([F:28])[F:1])[CH2:6][CH2:7][C:8]=3[CH:15]=[CH:14][C:13]=2[C:16]([F:19])([F:17])[F:18])[CH3:38])=[CH:33][CH:32]=1. The reactants are [F:1][C:2]([F:29])([F:28])[C:3]([N:5]1[CH2:11][CH2:10][C:9]2[C:12](OS(C(F)(F)F)(=O)=O)=[C:13]([C:16]([F:19])([F:18])[F:17])[CH:14]=[CH:15][C:8]=2[CH2:7][CH2:6]1)=[O:4].[F:30][C:31]1[CH:36]=[CH:35][C:34]([C@@H:37]([NH2:39])[CH3:38])=[CH:33][CH:32]=1. The yield is 0.660. No catalyst specified.